From a dataset of Catalyst prediction with 721,799 reactions and 888 catalyst types from USPTO. Predict which catalyst facilitates the given reaction. (1) Reactant: [Cl:1][C:2]1[C:36]([F:37])=[CH:35][CH:34]=[CH:33][C:3]=1[CH2:4][NH:5][C:6](=[O:32])[N:7]([C@H:9]([CH2:16][O:17][C:18](=[O:31])[NH:19][C:20]1[N:21]=[CH:22][C:23]2[C:28]([CH:29]=1)=[CH:27][C:26]([F:30])=[CH:25][CH:24]=2)[CH2:10][CH2:11][C:12]([O:14]C)=[O:13])[CH3:8].[Li+].[OH-].Cl. Product: [Cl:1][C:2]1[C:36]([F:37])=[CH:35][CH:34]=[CH:33][C:3]=1[CH2:4][NH:5][C:6](=[O:32])[N:7]([C@H:9]([CH2:16][O:17][C:18](=[O:31])[NH:19][C:20]1[N:21]=[CH:22][C:23]2[C:28]([CH:29]=1)=[CH:27][C:26]([F:30])=[CH:25][CH:24]=2)[CH2:10][CH2:11][C:12]([OH:14])=[O:13])[CH3:8]. The catalyst class is: 225. (2) Reactant: Br[C:2]1[CH:3]=[C:4]2[N:12]([CH3:13])[CH:11]=[CH:10][C:5]2=[N:6][C:7]=1[C:8]#[N:9].[NH:14]1[CH2:17][CH:16]([OH:18])[CH2:15]1.CC1(C)C2C(=C(P(C3C=CC=CC=3)C3C=CC=CC=3)C=CC=2)OC2C(P(C3C=CC=CC=3)C3C=CC=CC=3)=CC=CC1=2.C(=O)([O-])[O-].[Cs+].[Cs+]. Product: [OH:18][CH:16]1[CH2:17][N:14]([C:2]2[CH:3]=[C:4]3[N:12]([CH3:13])[CH:11]=[CH:10][C:5]3=[N:6][C:7]=2[C:8]#[N:9])[CH2:15]1. The catalyst class is: 231. (3) Product: [Cl:11][C:10]1[CH:9]=[C:8]2[C:4]([C:5]([C:19]([O:21][CH3:22])=[O:20])=[CH:6][N:7]2[C:12]([O:14][C:15]([CH3:18])([CH3:17])[CH3:16])=[O:13])=[CH:3][C:2]=1[C:31]1[CH:36]=[CH:35][C:34]([OH:37])=[CH:33][CH:32]=1. Reactant: Br[C:2]1[CH:3]=[C:4]2[C:8](=[CH:9][C:10]=1[Cl:11])[N:7]([C:12]([O:14][C:15]([CH3:18])([CH3:17])[CH3:16])=[O:13])[CH:6]=[C:5]2[C:19]([O:21][CH3:22])=[O:20].CC1(C)C(C)(C)OB([C:31]2[CH:36]=[CH:35][C:34]([OH:37])=[CH:33][CH:32]=2)O1.[O-]P([O-])([O-])=O.[K+].[K+].[K+]. The catalyst class is: 294. (4) Reactant: [C:1]([O:5][C:6](=[O:22])[NH:7][C@H:8]([CH2:13][C:14]1[CH:19]=[C:18]([F:20])[CH:17]=[CH:16][C:15]=1[F:21])[C:9](=[O:12])[CH2:10][Cl:11])([CH3:4])([CH3:3])[CH3:2].C1COCC1.[BH4-].[Na+]. Product: [C:1]([O:5][C:6](=[O:22])[NH:7][C@H:8]([CH2:13][C:14]1[CH:19]=[C:18]([F:20])[CH:17]=[CH:16][C:15]=1[F:21])[C@@H:9]([OH:12])[CH2:10][Cl:11])([CH3:4])([CH3:2])[CH3:3]. The catalyst class is: 6. (5) Reactant: [F:1][C:2]1[CH:26]=[C:25]([F:27])[CH:24]=[CH:23][C:3]=1[CH2:4][C@H:5]1[CH2:10][C@H:9]([C:11](=[O:18])[CH2:12][C:13](OCC)=[O:14])[CH2:8][CH2:7][N:6]1[C:19]([O:21][CH3:22])=[O:20].[OH-].[Na+].[NH2:30]O.Cl. Product: [F:1][C:2]1[CH:26]=[C:25]([F:27])[CH:24]=[CH:23][C:3]=1[CH2:4][C@H:5]1[CH2:10][C@H:9]([C:11]2[O:18][NH:30][C:13](=[O:14])[CH:12]=2)[CH2:8][CH2:7][N:6]1[C:19]([O:21][CH3:22])=[O:20]. The catalyst class is: 24. (6) Reactant: [CH3:1][C:2]1[C:3]([C:7]([O:9][CH3:10])=[O:8])=[CH:4][NH:5][CH:6]=1.Br[C:12]1[CH:17]=[C:16]([C:18]2([CH3:21])[CH2:20][CH2:19]2)[CH:15]=[C:14]([C:22]([CH3:25])([CH3:24])[CH3:23])[CH:13]=1.CN[C@@H]1CCCC[C@H]1NC.[O-]P([O-])([O-])=O.[K+].[K+].[K+]. Product: [C:22]([C:14]1[CH:13]=[C:12]([N:5]2[CH:6]=[C:2]([CH3:1])[C:3]([C:7]([O:9][CH3:10])=[O:8])=[CH:4]2)[CH:17]=[C:16]([C:18]2([CH3:21])[CH2:20][CH2:19]2)[CH:15]=1)([CH3:25])([CH3:23])[CH3:24]. The catalyst class is: 432. (7) Reactant: [CH3:1][C:2]([S@@:5]([NH2:7])=[O:6])([CH3:4])[CH3:3].[Br:8][C:9]1[CH:16]=[CH:15][C:12]([CH:13]=O)=[C:11]([F:17])[CH:10]=1.C1(C)C=CC(S([O-])(=O)=O)=CC=1.[NH+]1C=CC=CC=1.S([O-])([O-])(=O)=O.[Mg+2]. Product: [Br:8][C:9]1[CH:16]=[CH:15][C:12](/[CH:13]=[N:7]/[S:5]([C:2]([CH3:4])([CH3:3])[CH3:1])=[O:6])=[C:11]([F:17])[CH:10]=1. The catalyst class is: 2.